This data is from Forward reaction prediction with 1.9M reactions from USPTO patents (1976-2016). The task is: Predict the product of the given reaction. (1) The product is: [S:1]1[C:2]([CH:10]2[CH:18]([C:17]([NH:34][C:33]3[CH:35]=[CH:36][CH:37]=[C:31]([O:30][CH3:29])[CH:32]=3)=[O:28])[C:19]3[C:20](=[CH:24][CH:25]=[CH:26][CH:27]=3)[C:21](=[O:23])[N:16]2[CH2:15][CH2:14][O:13][CH3:12])=[CH:3][C:4]2[CH:9]=[CH:8][CH:7]=[CH:6][C:5]1=2. Given the reactants [S:1]1[C:5]2[CH:6]=[CH:7][CH:8]=[CH:9][C:4]=2[CH:3]=[C:2]1[CH:10]=O.[CH3:12][O:13][CH2:14][CH2:15][NH2:16].[C:17]1(=[O:28])[O:23][C:21](=O)[C:20]2=[CH:24][CH:25]=[CH:26][CH:27]=[C:19]2[CH2:18]1.[CH3:29][O:30][C:31]1[CH:32]=[C:33]([CH:35]=[CH:36][CH:37]=1)[NH2:34], predict the reaction product. (2) Given the reactants [C:1]1([CH:11]=[O:12])[C:10]2[C:5](=[CH:6][CH:7]=[CH:8][CH:9]=2)[CH:4]=[CH:3][CH:2]=1.[NH2:13][C:14]1[CH:19]=[CH:18][C:17]([CH2:20][C:21]([O:23][CH3:24])=[O:22])=[CH:16][C:15]=1O.C(O)(=O)C.C(O)(=O)C.IC1C=CC=CC=1, predict the reaction product. The product is: [C:1]1([C:11]2[O:12][C:15]3[CH:16]=[C:17]([CH2:20][C:21]([O:23][CH3:24])=[O:22])[CH:18]=[CH:19][C:14]=3[N:13]=2)[C:10]2[C:5](=[CH:6][CH:7]=[CH:8][CH:9]=2)[CH:4]=[CH:3][CH:2]=1. (3) Given the reactants [CH2:1]([O:8][C:9]1[CH:16]=[CH:15][C:12]([CH:13]=[O:14])=[CH:11][C:10]=1[OH:17])[C:2]1[CH:7]=[CH:6][CH:5]=[CH:4][CH:3]=1.[H-].[Na+].[CH3:20][O:21][CH2:22][CH2:23][CH2:24]Br, predict the reaction product. The product is: [CH2:1]([O:8][C:9]1[CH:16]=[CH:15][C:12]([CH:13]=[O:14])=[CH:11][C:10]=1[O:17][CH2:24][CH2:23][CH2:22][O:21][CH3:20])[C:2]1[CH:3]=[CH:4][CH:5]=[CH:6][CH:7]=1. (4) Given the reactants N[C@@H]1C2C(=CC=CC=2)C[C@@H]1O.O1CCCC1.[F:17][C:18]1[CH:23]=[CH:22][C:21]([C:24]2[C:36]([CH:37]([OH:48])[C:38]3[CH:43]=[CH:42][C:41]([C:44]([F:47])([F:46])[F:45])=[CH:40][CH:39]=3)=[C:35]([CH:49]([CH3:51])[CH3:50])[CH:34]=[C:33]3[C:25]=2[C:26](=[O:52])[CH2:27][C:28]2([O:32]3)[CH2:31][CH2:30][CH2:29]2)=[CH:20][CH:19]=1, predict the reaction product. The product is: [F:17][C:18]1[CH:19]=[CH:20][C:21]([C:24]2[C:36]([C@H:37]([OH:48])[C:38]3[CH:43]=[CH:42][C:41]([C:44]([F:46])([F:47])[F:45])=[CH:40][CH:39]=3)=[C:35]([CH:49]([CH3:50])[CH3:51])[CH:34]=[C:33]3[C:25]=2[C@@H:26]([OH:52])[CH2:27][C:28]2([O:32]3)[CH2:31][CH2:30][CH2:29]2)=[CH:22][CH:23]=1. (5) Given the reactants [N+:1]([C:4]1[CH:11]=[CH:10][C:7]([CH:8]=[O:9])=[CH:6][CH:5]=1)([O-:3])=[O:2].[CH2:12](O)[CH2:13][OH:14].C1(C)C=CC(S(O)(=O)=O)=CC=1, predict the reaction product. The product is: [N+:1]([C:4]1[CH:5]=[CH:6][C:7]([CH:8]2[O:14][CH2:13][CH2:12][O:9]2)=[CH:10][CH:11]=1)([O-:3])=[O:2].